Dataset: Reaction yield outcomes from USPTO patents with 853,638 reactions. Task: Predict the reaction yield, written as a fraction of the theoretical maximum amount of product (1.0 means a 100% yield; for example, 0.34 means a 34% yield). (1) The product is [O:30]=[C:15]1[CH:16]=[C:17]([NH:20][C:21](=[O:29])[CH2:22][C:23]2[CH:24]=[CH:25][CH:26]=[CH:27][CH:28]=2)[CH:18]=[CH:19][N:14]1[CH2:10][CH2:11][C:12]#[C:13][C:32]1[N:37]=[N:36][C:35]([NH:38][C:39](=[O:52])[CH2:40][C:41]2[CH:46]=[CH:45][CH:44]=[C:43]([O:47][C:48]([F:51])([F:49])[F:50])[CH:42]=2)=[CH:34][CH:33]=1. The catalyst is CN(C=O)C.Cl[Pd](Cl)([P](C1C=CC=CC=1)(C1C=CC=CC=1)C1C=CC=CC=1)[P](C1C=CC=CC=1)(C1C=CC=CC=1)C1C=CC=CC=1.[Cu]I. The reactants are CCN(C(C)C)C(C)C.[CH2:10]([N:14]1[CH:19]=[CH:18][C:17]([NH:20][C:21](=[O:29])[CH2:22][C:23]2[CH:28]=[CH:27][CH:26]=[CH:25][CH:24]=2)=[CH:16][C:15]1=[O:30])[CH2:11][C:12]#[CH:13].Cl[C:32]1[N:37]=[N:36][C:35]([NH:38][C:39](=[O:52])[CH2:40][C:41]2[CH:46]=[CH:45][CH:44]=[C:43]([O:47][C:48]([F:51])([F:50])[F:49])[CH:42]=2)=[CH:34][CH:33]=1. The yield is 0.140. (2) The reactants are C([O:3][C:4]([C:6]1[N:7]=[N:8][C:9]([Cl:23])=[CH:10][C:11]=1[NH:12][C:13]1[N:18]=[C:17]2[N:19]([CH3:22])[CH:20]=[CH:21][C:16]2=[CH:15][CH:14]=1)=O)C.[NH3:24]. The catalyst is CO. The product is [Cl:23][C:9]1[N:8]=[N:7][C:6]([C:4]([NH2:24])=[O:3])=[C:11]([NH:12][C:13]2[N:18]=[C:17]3[N:19]([CH3:22])[CH:20]=[CH:21][C:16]3=[CH:15][CH:14]=2)[CH:10]=1. The yield is 1.00. (3) The reactants are [Cl:1][C:2]1[N:7]2[N:8]=[C:9]([CH3:11])[CH:10]=[C:6]2[N:5]=[C:4]([NH2:12])[CH:3]=1.N1C=CC=CC=1.[F:19][C:20]([F:32])([F:31])[O:21][C:22]1[CH:30]=[CH:29][C:25]([C:26](Cl)=[O:27])=[CH:24][CH:23]=1. The product is [Cl:1][C:2]1[N:7]2[N:8]=[C:9]([CH3:11])[CH:10]=[C:6]2[N:5]=[C:4]([NH:12][C:26](=[O:27])[C:25]2[CH:29]=[CH:30][C:22]([O:21][C:20]([F:19])([F:31])[F:32])=[CH:23][CH:24]=2)[CH:3]=1. No catalyst specified. The yield is 0.510. (4) The reactants are [CH3:1][O:2][C:3]1[CH:4]=[C:5]2[C:10](=[CH:11][CH:12]=1)[CH:9]=[C:8]([C@H:13]([CH3:17])[C:14]([OH:16])=[O:15])[CH:7]=[CH:6]2.[S:18]([CH2:22][CH2:23]O)[CH2:19][CH2:20][OH:21].Cl.CN(C)CCCN=C=NCC.CCOCC.CCCCCC. The catalyst is ClCCl. The product is [CH3:1][O:2][C:3]1[CH:4]=[C:5]2[C:10](=[CH:11][CH:12]=1)[CH:9]=[C:8]([C@H:13]([CH3:17])[C:14]([O:16][CH2:23][CH2:22][S:18][CH2:19][CH2:20][OH:21])=[O:15])[CH:7]=[CH:6]2. The yield is 0.810. (5) The reactants are [CH3:1][NH:2][C:3]([C:5]1[CH:6]=[C:7]([CH2:11][C:12](O)=O)[CH:8]=[CH:9][CH:10]=1)=[O:4].[C:15]1([NH:21][C:22](=[S:25])[NH:23][NH2:24])[CH:20]=[CH:19][CH:18]=[CH:17][CH:16]=1. No catalyst specified. The product is [CH3:1][NH:2][C:3]([C:5]1[CH:6]=[C:7]([CH:8]=[CH:9][CH:10]=1)[CH2:11][C:12]1[N:21]([C:15]2[CH:16]=[CH:17][CH:18]=[CH:19][CH:20]=2)[C:22](=[S:25])[NH:23][N:24]=1)=[O:4]. The yield is 0.0900. (6) The reactants are [CH3:1][C:2]1[CH:7]=[C:6]([B:8]2[O:12][C:11]([CH3:14])([CH3:13])[C:10]([CH3:16])([CH3:15])[O:9]2)[CH:5]=[C:4]([NH2:17])[C:3]=1[NH2:18].[N:19]#[C:20]Br. The catalyst is CO. The product is [CH3:1][C:2]1[C:3]2[NH:18][C:20]([NH2:19])=[N:17][C:4]=2[CH:5]=[C:6]([B:8]2[O:12][C:11]([CH3:14])([CH3:13])[C:10]([CH3:16])([CH3:15])[O:9]2)[CH:7]=1. The yield is 1.00.